From a dataset of Retrosynthesis with 50K atom-mapped reactions and 10 reaction types from USPTO. Predict the reactants needed to synthesize the given product. (1) Given the product COc1ccc(C(C)=O)c(NC(=O)c2nc(C(F)(F)F)cs2)c1Cl, predict the reactants needed to synthesize it. The reactants are: COc1ccc(C(C)=O)c(N)c1Cl.O=C(O)c1nc(C(F)(F)F)cs1. (2) The reactants are: COc1ccc(CN2C(=O)N(C)C(C[N+](=O)[O-])(C(F)(F)F)c3cc(Br)ccc32)cc1. Given the product COc1ccc(CN2C(=O)N(C)C(CN)(C(F)(F)F)c3cc(Br)ccc32)cc1, predict the reactants needed to synthesize it. (3) Given the product O=[N+]([O-])c1ccc(OCc2cccc(F)c2)nc1, predict the reactants needed to synthesize it. The reactants are: O=[N+]([O-])c1ccc(O)nc1.OCc1cccc(F)c1. (4) The reactants are: CC1(C)OB(c2ccnc3ccccc23)OC1(C)C.Cn1c(CN2CCN(C(C)(C)C)CC2)nc2c(N3CCOCC3)nc(Cl)nc21. Given the product Cn1c(CN2CCN(C(C)(C)C)CC2)nc2c(N3CCOCC3)nc(-c3ccnc4ccccc34)nc21, predict the reactants needed to synthesize it. (5) Given the product Cn1cnc(S(=O)(=O)N2C[C@H](c3ccccc3)[C@@H](N(CCO[Si](C)(C)C(C)(C)C)C(=O)OC(C)(C)C)C2)c1, predict the reactants needed to synthesize it. The reactants are: CC(C)(C)OC(=O)OC(=O)OC(C)(C)C.Cn1cnc(S(=O)(=O)N2C[C@H](c3ccccc3)[C@@H](NCCO[Si](C)(C)C(C)(C)C)C2)c1.